Predict the reactants needed to synthesize the given product. From a dataset of Full USPTO retrosynthesis dataset with 1.9M reactions from patents (1976-2016). (1) Given the product [Si:18]([O:11][CH2:10][CH2:9][S:8][C:6]1[CH:5]=[CH:4][C:3]([OH:12])=[C:2]([F:1])[CH:7]=1)([C:21]([CH3:24])([CH3:23])[CH3:22])([CH3:20])[CH3:19], predict the reactants needed to synthesize it. The reactants are: [F:1][C:2]1[CH:7]=[C:6]([S:8][CH2:9][CH2:10][OH:11])[CH:5]=[CH:4][C:3]=1[OH:12].N1C=CN=C1.[Si:18](Cl)([C:21]([CH3:24])([CH3:23])[CH3:22])([CH3:20])[CH3:19]. (2) Given the product [CH3:67][C:68]1[CH:69]=[C:70]([CH:74]=[CH:75][CH:76]=1)[CH2:71][N:72]([CH3:73])[C:30]([C:33]1[C:34]([OH:59])=[CH:35][C:36]([OH:51])=[C:37]([C:39]2[N:43]([C:44]3[CH:49]=[CH:48][CH:47]=[CH:46][C:45]=3[CH3:50])[N:42]=[CH:41][CH:40]=2)[CH:38]=1)=[O:32], predict the reactants needed to synthesize it. The reactants are: CN1CCOCC1.CN(C(ON1N=NC2C=CC=CC1=2)=[N+](C)C)C.[B-](F)(F)(F)F.[C:30]([C:33]1[C:34]([O:59][Si](C(C)(C)C)(C)C)=[CH:35][C:36]([O:51][Si](C(C)(C)C)(C)C)=[C:37]([C:39]2[N:43]([C:44]3[CH:49]=[CH:48][CH:47]=[CH:46][C:45]=3[CH3:50])[N:42]=[CH:41][CH:40]=2)[CH:38]=1)([OH:32])=O.[CH3:67][C:68]1[CH:69]=[C:70]([CH:74]=[CH:75][CH:76]=1)[CH2:71][NH:72][CH3:73].[F-].C[N+](C)(C)C. (3) Given the product [CH3:1][C:2]1[N:3]([C:8](=[O:10])[CH3:9])[CH:4]=[C:5]([CH3:7])[N:6]=1, predict the reactants needed to synthesize it. The reactants are: [CH3:1][C:2]1[NH:3][CH:4]=[C:5]([CH3:7])[N:6]=1.[C:8](Cl)(=[O:10])[CH3:9]. (4) Given the product [CH3:46][N:33]([CH3:32])[CH2:34][CH2:35][CH2:36][NH:37][C:38]1[CH:43]=[CH:42][C:41]([NH:44][C:2]2[N:7]=[C:6]([CH2:8][C:9]([C:11]3[CH:12]=[C:13]([N:17]([CH3:28])[C:18](=[O:27])[C:19]4[CH:24]=[C:23]([F:25])[CH:22]=[CH:21][C:20]=4[F:26])[CH:14]=[CH:15][CH:16]=3)=[O:10])[CH:5]=[CH:4][N:3]=2)=[CH:40][C:39]=1[F:45], predict the reactants needed to synthesize it. The reactants are: Cl[C:2]1[N:7]=[C:6]([CH2:8][C:9]([C:11]2[CH:12]=[C:13]([NH:17][C:18](=[O:27])[C:19]3[CH:24]=[C:23]([F:25])[CH:22]=[CH:21][C:20]=3[F:26])[CH:14]=[CH:15][CH:16]=2)=[O:10])[CH:5]=[CH:4][N:3]=1.[CH3:28]C(O)C.[CH3:32][N:33]([CH3:46])[CH2:34][CH2:35][CH2:36][NH:37][C:38]1[CH:43]=[CH:42][C:41]([NH2:44])=[CH:40][C:39]=1[F:45]. (5) Given the product [C:22]([O:21][C:19](=[O:20])[NH:1][C:2]1[CH:10]=[CH:9][CH:8]=[C:7]2[C:3]=1[CH:4]=[CH:5][N:6]2[C:27]1[CH:28]=[CH:29][C:30]([N:33]([OH:35])[C:44]([NH:43][C:40]2[CH:41]=[CH:42][C:37]([Cl:36])=[C:38]([C:46]([F:48])([F:47])[F:49])[CH:39]=2)=[O:45])=[CH:31][CH:32]=1)([CH3:23])([CH3:24])[CH3:25], predict the reactants needed to synthesize it. The reactants are: [NH2:1][C:2]1[CH:10]=[CH:9][CH:8]=[C:7]2[C:3]=1[CH:4]=[CH:5][NH:6]2.[C:19](O[C:19]([O:21][C:22]([CH3:25])([CH3:24])[CH3:23])=[O:20])([O:21][C:22]([CH3:25])([CH3:24])[CH3:23])=[O:20].F[C:27]1[CH:32]=[CH:31][C:30]([N+:33]([O-:35])=O)=[CH:29][CH:28]=1.[Cl:36][C:37]1[CH:42]=[CH:41][C:40]([N:43]=[C:44]=[O:45])=[CH:39][C:38]=1[C:46]([F:49])([F:48])[F:47].